This data is from Catalyst prediction with 721,799 reactions and 888 catalyst types from USPTO. The task is: Predict which catalyst facilitates the given reaction. (1) Reactant: [Br:1][C:2]1[C:7]([O:8][CH3:9])=[CH:6][C:5]([C:10]2[O:14][C:13]([C:15](=[O:55])[CH:16]([O:53][CH3:54])[C:17]3[CH:22]=[CH:21][C:20]([C:23]4[CH:24]=[N:25][N:26](C(C5C=CC(OC)=CC=5)(C5C=CC(OC)=CC=5)C5C=CC(OC)=CC=5)[CH:27]=4)=[CH:19][CH:18]=3)=[CH:12][CH:11]=2)=[CH:4][C:3]=1[O:56][CH3:57].C1(C)C=CC(S([O-])(=O)=O)=CC=1.[NH+]1C=CC=CC=1.C([O-])(O)=O.[Na+]. Product: [NH:25]1[CH:24]=[C:23]([C:20]2[CH:21]=[CH:22][C:17]([CH:16]([O:53][CH3:54])[C:15]([C:13]3[O:14][C:10]([C:5]4[CH:4]=[C:3]([O:56][CH3:57])[C:2]([Br:1])=[C:7]([O:8][CH3:9])[CH:6]=4)=[CH:11][CH:12]=3)=[O:55])=[CH:18][CH:19]=2)[CH:27]=[N:26]1. The catalyst class is: 24. (2) Reactant: [CH2:1]([O:4][CH2:5][CH2:6][O:7][C:8]1[CH:13]=[CH:12][C:11]([C:14]2[CH:15]=[CH:16][C:17]3[N:24]([CH2:25][CH2:26][CH3:27])[CH2:23][CH2:22][CH2:21][C:20]([C:28]([O:30]C)=[O:29])=[CH:19][C:18]=3[CH:32]=2)=[CH:10][CH:9]=1)[CH2:2][CH3:3].[OH-].[Na+].Cl. Product: [CH2:1]([O:4][CH2:5][CH2:6][O:7][C:8]1[CH:13]=[CH:12][C:11]([C:14]2[CH:15]=[CH:16][C:17]3[N:24]([CH2:25][CH2:26][CH3:27])[CH2:23][CH2:22][CH2:21][C:20]([C:28]([OH:30])=[O:29])=[CH:19][C:18]=3[CH:32]=2)=[CH:10][CH:9]=1)[CH2:2][CH3:3]. The catalyst class is: 353. (3) Reactant: [F:1][C:2]([F:18])([F:17])[C:3]1[CH:8]=[CH:7][C:6]([C:9]2[N:10]=[CH:11][C:12]([CH2:15]O)=[N:13][CH:14]=2)=[CH:5][CH:4]=1.O=S(Cl)[Cl:21]. Product: [Cl:21][CH2:15][C:12]1[CH:11]=[N:10][C:9]([C:6]2[CH:7]=[CH:8][C:3]([C:2]([F:18])([F:17])[F:1])=[CH:4][CH:5]=2)=[CH:14][N:13]=1. The catalyst class is: 2. (4) Reactant: C[O:2][CH:3](OC)[C:4]1[CH:9]=[CH:8][N:7]=[CH:6][C:5]=1[O:10][CH2:11][C:12]1[N:17]=[C:16]([C:18]([OH:20])=[O:19])[CH:15]=[CH:14][CH:13]=1.CS(C)=O.[F:27][C:28]([F:33])([F:32])[C:29]([OH:31])=[O:30]. Product: [F:27][C:28]([F:33])([F:32])[C:29]([OH:31])=[O:30].[CH:3]([C:4]1[CH:9]=[CH:8][N:7]=[CH:6][C:5]=1[O:10][CH2:11][C:12]1[N:17]=[C:16]([C:18]([OH:20])=[O:19])[CH:15]=[CH:14][CH:13]=1)=[O:2]. The catalyst class is: 4. (5) Reactant: [C:1]([C:5]1[CH:6]=[C:7]([NH:17][C:18]([NH:20][C@@H:21]2[C:30]3[C:25](=[CH:26][CH:27]=[CH:28][CH:29]=3)[C@H:24]([O:31][C:32]3[CH:33]=[CH:34][C:35]4[N:36]([C:38]([N:41]5[CH2:46][CH2:45][CH:44]([CH2:47][O:48][Si](C(C)C)(C(C)C)C(C)C)[CH2:43][CH2:42]5)=[N:39][N:40]=4)[CH:37]=3)[CH2:23][CH2:22]2)=[O:19])[N:8]([C:10]2[CH:15]=[CH:14][C:13]([CH3:16])=[CH:12][CH:11]=2)[N:9]=1)([CH3:4])([CH3:3])[CH3:2].CCCC[N+](CCCC)(CCCC)CCCC.[F-]. Product: [C:1]([C:5]1[CH:6]=[C:7]([NH:17][C:18]([NH:20][C@@H:21]2[C:30]3[C:25](=[CH:26][CH:27]=[CH:28][CH:29]=3)[C@H:24]([O:31][C:32]3[CH:33]=[CH:34][C:35]4[N:36]([C:38]([N:41]5[CH2:46][CH2:45][CH:44]([CH2:47][OH:48])[CH2:43][CH2:42]5)=[N:39][N:40]=4)[CH:37]=3)[CH2:23][CH2:22]2)=[O:19])[N:8]([C:10]2[CH:15]=[CH:14][C:13]([CH3:16])=[CH:12][CH:11]=2)[N:9]=1)([CH3:4])([CH3:2])[CH3:3]. The catalyst class is: 20. (6) Reactant: [CH:1]([C:3]1[N:4]=[C:5]2[C:10]([N:11]3[CH2:16][CH2:15][O:14][CH2:13][CH2:12]3)=[CH:9][CH:8]=[N:7][N:6]2[C:17]=1[C:18]1[CH:30]=[CH:29][C:21]([C:22]([O:24][C:25]([CH3:28])([CH3:27])[CH3:26])=[O:23])=[CH:20][CH:19]=1)=[O:2].O1CCOCC1.CO.[BH4-].[Na+]. Product: [OH:2][CH2:1][C:3]1[N:4]=[C:5]2[C:10]([N:11]3[CH2:16][CH2:15][O:14][CH2:13][CH2:12]3)=[CH:9][CH:8]=[N:7][N:6]2[C:17]=1[C:18]1[CH:30]=[CH:29][C:21]([C:22]([O:24][C:25]([CH3:26])([CH3:28])[CH3:27])=[O:23])=[CH:20][CH:19]=1. The catalyst class is: 6. (7) Reactant: Cl[C:2]1[CH:7]=[CH:6][CH:5]=[C:4]([CH3:8])[N:3]=1.C([O-])([O-])=O.[K+].[K+].[CH2:15]([SH:22])[C:16]1[CH:21]=[CH:20][CH:19]=[CH:18][CH:17]=1. Product: [CH2:15]([S:22][C:2]1[CH:7]=[CH:6][CH:5]=[C:4]([CH3:8])[N:3]=1)[C:16]1[CH:21]=[CH:20][CH:19]=[CH:18][CH:17]=1. The catalyst class is: 16. (8) Reactant: [CH3:1][O:2][C:3]1[CH:4]=[C:5]2[C:10](=[CH:11][C:12]=1[O:13][CH3:14])[N:9]=[CH:8][CH:7]=[C:6]2[O:15][C:16]1[CH:22]=[CH:21][C:19]([NH2:20])=[C:18]([F:23])[CH:17]=1.C(N(CC)CC)C.ClC(Cl)(O[C:35](=[O:41])OC(Cl)(Cl)Cl)Cl.[F:43][C:44]1[CH:49]=[CH:48][C:47]([CH:50]([NH2:52])[CH3:51])=[CH:46][CH:45]=1. Product: [CH3:1][O:2][C:3]1[CH:4]=[C:5]2[C:10](=[CH:11][C:12]=1[O:13][CH3:14])[N:9]=[CH:8][CH:7]=[C:6]2[O:15][C:16]1[CH:22]=[CH:21][C:19]([NH:20][C:35]([NH:52][CH:50]([C:47]2[CH:48]=[CH:49][C:44]([F:43])=[CH:45][CH:46]=2)[CH3:51])=[O:41])=[C:18]([F:23])[CH:17]=1. The catalyst class is: 22. (9) The catalyst class is: 12. Reactant: [CH:1]1([CH2:4][NH:5][C:6]2[NH:7][C:8](=[O:40])/[C:9](=[CH:11]/[C:12]3[C:20]4[C:15](=[N:16][CH:17]=[C:18]([C:21]5[CH:26]=[CH:25][C:24]([N:27]6[CH2:32][CH2:31][N:30](C(OC(C)(C)C)=O)[CH2:29][CH2:28]6)=[CH:23][CH:22]=5)[CH:19]=4)[NH:14][CH:13]=3)/[N:10]=2)[CH2:3][CH2:2]1.Cl. Product: [NH3:5].[CH:1]1([CH2:4][NH:5][C:6]2[NH:7][C:8](=[O:40])/[C:9](=[CH:11]/[C:12]3[C:20]4[C:15](=[N:16][CH:17]=[C:18]([C:21]5[CH:22]=[CH:23][C:24]([N:27]6[CH2:28][CH2:29][NH:30][CH2:31][CH2:32]6)=[CH:25][CH:26]=5)[CH:19]=4)[NH:14][CH:13]=3)/[N:10]=2)[CH2:3][CH2:2]1. (10) Reactant: [CH3:1][C:2]1([C:8]2[CH:9]=[C:10]([NH:14][S:15]([CH3:18])(=[O:17])=[O:16])[CH:11]=[CH:12][CH:13]=2)[CH:7]2[CH:3]1[CH2:4][NH:5][CH2:6]2.C(=O)([O-])O.[Na+].Br[CH2:25][C:26]#[C:27][CH2:28][CH2:29][CH3:30].C(OCC)C. Product: [NH3:5].[CH2:25]([N:5]1[CH2:6][CH:7]2[CH:3]([C:2]2([C:8]2[CH:9]=[C:10]([NH:14][S:15]([CH3:18])(=[O:17])=[O:16])[CH:11]=[CH:12][CH:13]=2)[CH3:1])[CH2:4]1)/[CH:26]=[CH:27]/[CH2:28][CH2:29][CH3:30]. The catalyst class is: 6.